The task is: Predict which catalyst facilitates the given reaction.. This data is from Catalyst prediction with 721,799 reactions and 888 catalyst types from USPTO. Reactant: [Cl:1][C:2]1[CH:3]=[C:4]2[C:9](=[CH:10][CH:11]=1)[N:8]=[CH:7][CH:6]=[CH:5]2.Cl. Product: [Cl:1][C:2]1[CH:3]=[C:4]2[C:9](=[CH:10][CH:11]=1)[NH:8][CH2:7][CH2:6][CH2:5]2. The catalyst class is: 856.